This data is from Peptide-MHC class II binding affinity with 134,281 pairs from IEDB. The task is: Regression. Given a peptide amino acid sequence and an MHC pseudo amino acid sequence, predict their binding affinity value. This is MHC class II binding data. (1) The binding affinity (normalized) is 0.768. The peptide sequence is DVRFPGGGQIVGGVY. The MHC is HLA-DQA10501-DQB10301 with pseudo-sequence HLA-DQA10501-DQB10301. (2) The peptide sequence is AFILDGQNLFPKV. The MHC is HLA-DQA10501-DQB10201 with pseudo-sequence HLA-DQA10501-DQB10201. The binding affinity (normalized) is 0.376.